Dataset: Full USPTO retrosynthesis dataset with 1.9M reactions from patents (1976-2016). Task: Predict the reactants needed to synthesize the given product. (1) Given the product [C:15]([C:12]1([S:9]([NH2:8])(=[O:11])=[O:10])[CH2:14][CH2:13]1)#[CH:16], predict the reactants needed to synthesize it. The reactants are: C([NH:8][S:9]([C:12]1([C:15]#[CH:16])[CH2:14][CH2:13]1)(=[O:11])=[O:10])(OC(C)(C)C)=O.C(O)(C(F)(F)F)=O. (2) Given the product [NH2:1][C:2]1[N:3]([CH3:23])[C:4](=[O:22])[C:5]2[C:6](=[N:8][N:9]([CH2:10][C:11]3[C:20]4[C:15](=[CH:16][CH:17]=[C:18]([Cl:21])[CH:19]=4)[N:14]=[CH:13][CH:12]=3)[C:24]=2[C:26]2[N:30]([CH3:31])[CH:29]=[C:28]([C:32]#[N:33])[CH:27]=2)[N:7]=1, predict the reactants needed to synthesize it. The reactants are: [NH2:1][C:2]1[N:3]([CH3:23])[C:4](=[O:22])[CH:5]=[C:6]([NH:8][N:9]=[CH:10][C:11]2[C:20]3[C:15](=[CH:16][CH:17]=[C:18]([Cl:21])[CH:19]=3)[N:14]=[CH:13][CH:12]=2)[N:7]=1.[CH:24]([C:26]1[N:30]([CH3:31])[CH:29]=[C:28]([C:32]#[N:33])[CH:27]=1)=O.N1CCCCC1. (3) Given the product [CH3:34][C:35]1[N:44]([CH2:45][CH2:46][CH3:47])[C:43](=[O:48])[C:42]2[C:37](=[CH:38][CH:39]=[C:40]([C:49]([C:51]3[N:55]4[CH:56]=[CH:57][CH:58]=[CH:59][C:54]4=[C:53]([C:60]4[CH:61]=[C:62]([CH:66]=[CH:67][CH:68]=4)[C:63]([NH2:14])=[O:65])[N:52]=3)=[O:50])[CH:41]=2)[N:36]=1, predict the reactants needed to synthesize it. The reactants are: [Cl-].[NH4+].[B-](F)(F)(F)F.CCOC(C(C#N)=[N:14]OC(N(C)C)=[N+](C)C)=O.C(N(CC)C(C)C)(C)C.[CH3:34][C:35]1[N:44]([CH2:45][CH2:46][CH3:47])[C:43](=[O:48])[C:42]2[C:37](=[CH:38][CH:39]=[C:40]([C:49]([C:51]3[N:55]4[CH:56]=[CH:57][CH:58]=[CH:59][C:54]4=[C:53]([C:60]4[CH:61]=[C:62]([CH:66]=[CH:67][CH:68]=4)[C:63]([OH:65])=O)[N:52]=3)=[O:50])[CH:41]=2)[N:36]=1.